The task is: Predict the reactants needed to synthesize the given product.. This data is from Full USPTO retrosynthesis dataset with 1.9M reactions from patents (1976-2016). (1) Given the product [CH3:12][O:13][C:14]1[C:15]([CH3:22])=[C:16]([CH:17]=[CH:18][CH:19]=1)[CH:20]=[O:21], predict the reactants needed to synthesize it. The reactants are: [Cr](Cl)([O-])(=O)=O.[NH+]1C=CC=CC=1.[CH3:12][O:13][C:14]1[C:15]([CH3:22])=[C:16]([CH2:20][OH:21])[CH:17]=[CH:18][CH:19]=1.CCOCC.CCCCCC. (2) Given the product [Br:8][C:5]1[CH:6]=[CH:7][C:2]([P:9](=[O:16])([O:13][CH2:14][CH3:15])[O:10][CH2:11][CH3:12])=[CH:3][CH:4]=1, predict the reactants needed to synthesize it. The reactants are: Br[C:2]1[CH:7]=[CH:6][C:5]([Br:8])=[CH:4][CH:3]=1.[P:9]([O-:16])([O:13][CH2:14][CH3:15])[O:10][CH2:11][CH3:12].C(N(CC)CC)C. (3) Given the product [I:23][C:24]1[CH:31]=[CH:30][C:27]([CH2:28][NH:15][N:14]=[C:11]2[C:12](=[O:13])[N:8]([C:3]3[CH:4]=[CH:5][CH:6]=[CH:7][C:2]=3[F:1])[N:9]=[C:10]2[C:16]2[CH:21]=[CH:20][CH:19]=[CH:18][C:17]=2[F:22])=[CH:26][CH:25]=1, predict the reactants needed to synthesize it. The reactants are: [F:1][C:2]1[CH:7]=[CH:6][CH:5]=[CH:4][C:3]=1[N:8]1[C:12](=[O:13])[C:11](=[N:14][NH2:15])[C:10]([C:16]2[CH:21]=[CH:20][CH:19]=[CH:18][C:17]=2[F:22])=[N:9]1.[I:23][C:24]1[CH:31]=[CH:30][C:27]([CH2:28]Br)=[CH:26][CH:25]=1.[H-].[Na+].[Cl-].[NH4+].